Predict the reaction yield, written as a fraction of the theoretical maximum amount of product (1.0 means a 100% yield; for example, 0.34 means a 34% yield). From a dataset of Reaction yield outcomes from USPTO patents with 853,638 reactions. (1) The reactants are [Cl-].O[NH3+:3].[C:4](=[O:7])([O-])[OH:5].[Na+].CS(C)=O.[OH:13][C:14]([C:17]1[CH:22]=[CH:21][C:20]([N:23]2[C:28](=[O:29])[C:27]([CH2:30][C:31]3[CH:36]=[CH:35][C:34]([C:37]4[C:38]([C:43]#[N:44])=[CH:39][CH:40]=[CH:41][CH:42]=4)=[CH:33][CH:32]=3)=[C:26]([CH2:45][CH2:46][CH3:47])[N:25]=[C:24]2[CH3:48])=[CH:19][CH:18]=1)([CH3:16])[CH3:15]. The catalyst is C(OCC)(=O)C. The product is [OH:13][C:14]([C:17]1[CH:22]=[CH:21][C:20]([N:23]2[C:28](=[O:29])[C:27]([CH2:30][C:31]3[CH:36]=[CH:35][C:34]([C:37]4[CH:42]=[CH:41][CH:40]=[CH:39][C:38]=4[C:43]4[NH:3][C:4](=[O:7])[O:5][N:44]=4)=[CH:33][CH:32]=3)=[C:26]([CH2:45][CH2:46][CH3:47])[N:25]=[C:24]2[CH3:48])=[CH:19][CH:18]=1)([CH3:15])[CH3:16]. The yield is 0.540. (2) The reactants are Br[CH2:2][CH2:3][O:4][C:5]1[CH:10]=[CH:9][C:8]([NH:11][C:12](=[O:20])[C:13]2[CH:18]=[CH:17][CH:16]=[C:15]([F:19])[CH:14]=2)=[CH:7][C:6]=1[C:21]1[N:22]([CH3:26])[N:23]=[CH:24][CH:25]=1.[C:27]([N:30]1[CH2:35][CH2:34][NH:33][CH2:32][CH2:31]1)(=[O:29])[CH3:28].C(=O)([O-])[O-].[K+].[K+]. The catalyst is CN(C=O)C. The product is [C:27]([N:30]1[CH2:35][CH2:34][N:33]([CH2:2][CH2:3][O:4][C:5]2[CH:10]=[CH:9][C:8]([NH:11][C:12](=[O:20])[C:13]3[CH:18]=[CH:17][CH:16]=[C:15]([F:19])[CH:14]=3)=[CH:7][C:6]=2[C:21]2[N:22]([CH3:26])[N:23]=[CH:24][CH:25]=2)[CH2:32][CH2:31]1)(=[O:29])[CH3:28]. The yield is 0.640.